This data is from Forward reaction prediction with 1.9M reactions from USPTO patents (1976-2016). The task is: Predict the product of the given reaction. (1) Given the reactants [F:1][C:2]1[CH:3]=[C:4]([NH:9][C:10]2[CH:15]=[CH:14][C:13]([F:16])=[CH:12][N:11]=2)[C:5]([NH2:8])=[CH:6][CH:7]=1.[C:17]([O:21][C:22]([NH:24][C@@H:25]([CH3:29])[C:26](O)=[O:27])=[O:23])([CH3:20])([CH3:19])[CH3:18].C1C=NC2N(O)N=NC=2C=1.Cl.CN(C)CCCN=C=NCC, predict the reaction product. The product is: [C:17]([O:21][C:22](=[O:23])[NH:24][C@H:25]([C:26](=[O:27])[NH:8][C:5]1[CH:6]=[CH:7][C:2]([F:1])=[CH:3][C:4]=1[NH:9][C:10]1[CH:15]=[CH:14][C:13]([F:16])=[CH:12][N:11]=1)[CH3:29])([CH3:18])([CH3:19])[CH3:20]. (2) Given the reactants C(N(CC)CC)C.[NH2:8][CH2:9][C:10]1[CH:11]=[C:12]([CH2:16][N:17]2[C:25]3[C:20](=[C:21]([C:26]([OH:29])([CH3:28])[CH3:27])[CH:22]=[CH:23][CH:24]=3)[C:19]([NH:30][S:31]([C:34]3[S:35][C:36]([Cl:39])=[CH:37][CH:38]=3)(=[O:33])=[O:32])=[N:18]2)[CH:13]=[CH:14][CH:15]=1.C([O:43][C:44]([CH3:49])([CH3:48])[C:45](Cl)=[O:46])(=O)C.C(=O)([O-])[O-].[K+].[K+], predict the reaction product. The product is: [Cl:39][C:36]1[S:35][C:34]([S:31]([NH:30][C:19]2[C:20]3[C:25](=[CH:24][CH:23]=[CH:22][C:21]=3[C:26]([OH:29])([CH3:27])[CH3:28])[N:17]([CH2:16][C:12]3[CH:11]=[C:10]([CH2:9][NH:8][C:45](=[O:46])[C:44]([OH:43])([CH3:49])[CH3:48])[CH:15]=[CH:14][CH:13]=3)[N:18]=2)(=[O:33])=[O:32])=[CH:38][CH:37]=1. (3) Given the reactants [Br:1][C:2]1[CH:3]=[CH:4][C:5]([C:13]([OH:15])=O)=[N:6][C:7]=1[O:8][CH2:9][CH:10]1[CH2:12][CH2:11]1.[NH2:16][C@@H:17]([CH2:21][CH:22]1[CH2:24][CH2:23]1)[C:18]([NH2:20])=[O:19], predict the reaction product. The product is: [C:18]([C@@H:17]([NH:16][C:13]([C:5]1[CH:4]=[CH:3][C:2]([Br:1])=[C:7]([O:8][CH2:9][CH:10]2[CH2:11][CH2:12]2)[N:6]=1)=[O:15])[CH2:21][CH:22]1[CH2:24][CH2:23]1)(=[O:19])[NH2:20]. (4) Given the reactants [CH3:1][C:2]([C:4]1[CH:9]=[C:8]([O:10][CH3:11])[C:7]([O:12][CH3:13])=[C:6]([O:14][CH3:15])[CH:5]=1)=[O:3].[C:16]1([NH:22][C:23]2[N:30]=[CH:29][CH:28]=[CH:27][C:24]=2[CH:25]=O)[CH:21]=[CH:20][CH:19]=[CH:18][CH:17]=1.Cl, predict the reaction product. The product is: [C:16]1([NH:22][C:23]2[C:24](/[CH:25]=[CH:1]/[C:2]([C:4]3[CH:5]=[C:6]([O:14][CH3:15])[C:7]([O:12][CH3:13])=[C:8]([O:10][CH3:11])[CH:9]=3)=[O:3])=[CH:27][CH:28]=[CH:29][N:30]=2)[CH:21]=[CH:20][CH:19]=[CH:18][CH:17]=1. (5) Given the reactants [CH3:1][N:2]1[CH:6]=[CH:5][CH:4]=[C:3]1[C:7]1[O:8][C:9]2[CH:15]=[C:14]([CH2:16][C:17]([O:19]C)=[O:18])[CH:13]=[CH:12][C:10]=2[N:11]=1.C1COCC1.[OH-].[Na+], predict the reaction product. The product is: [CH3:1][N:2]1[CH:6]=[CH:5][CH:4]=[C:3]1[C:7]1[O:8][C:9]2[CH:15]=[C:14]([CH2:16][C:17]([OH:19])=[O:18])[CH:13]=[CH:12][C:10]=2[N:11]=1. (6) Given the reactants [Cl:1][C:2]1[N:7]=[CH:6][CH:5]=[C:4](Cl)[N:3]=1.[CH3:9][NH2:10], predict the reaction product. The product is: [Cl:1][C:2]1[N:3]=[C:4]([NH:10][CH3:9])[CH:5]=[CH:6][N:7]=1.